Predict the reaction yield, written as a fraction of the theoretical maximum amount of product (1.0 means a 100% yield; for example, 0.34 means a 34% yield). From a dataset of Reaction yield outcomes from USPTO patents with 853,638 reactions. (1) The reactants are [Cl:1][C:2]1[N:7]=[C:6]([N:8](C(OC(C)(C)C)=O)[N:9](C(OC(C)(C)C)=O)C(OC(C)(C)C)=O)[C:5]([F:31])=[C:4]([N:32]2[CH2:41][CH2:40][N:39]3[C@@H:34]([CH2:35][O:36][CH2:37][CH2:38]3)[CH2:33]2)[N:3]=1.Cl.O1CCOCC1. The catalyst is CO. The product is [Cl:1][C:2]1[N:3]=[C:4]([N:32]2[CH2:41][CH2:40][N:39]3[C@@H:34]([CH2:35][O:36][CH2:37][CH2:38]3)[CH2:33]2)[C:5]([F:31])=[C:6]([NH:8][NH2:9])[N:7]=1. The yield is 0.650. (2) The reactants are Cl.[F:2][CH:3]([F:25])[CH2:4][NH:5][C:6](=[O:24])[C:7]1[CH:12]=[CH:11][C:10]([C:13]2[CH:14]=[CH:15][C:16]3[O:22][CH2:21][CH2:20][NH:19][CH2:18][C:17]=3[CH:23]=2)=[CH:9][CH:8]=1.CCN(C(C)C)C(C)C.[F:35][C:36]1[CH:37]=[C:38]([CH:42]2[CH2:47][C:46](=[O:48])[CH2:45][CH2:44][N:43]2[C:49](Cl)=[O:50])[CH:39]=[CH:40][CH:41]=1. The catalyst is O1CCCC1. The yield is 0.130. The product is [F:25][CH:3]([F:2])[CH2:4][NH:5][C:6](=[O:24])[C:7]1[CH:8]=[CH:9][C:10]([C:13]2[CH:14]=[CH:15][C:16]3[O:22][CH2:21][CH2:20][N:19]([C:49]([N:43]4[CH2:44][CH2:45][C:46](=[O:48])[CH2:47][CH:42]4[C:38]4[CH:39]=[CH:40][CH:41]=[C:36]([F:35])[CH:37]=4)=[O:50])[CH2:18][C:17]=3[CH:23]=2)=[CH:11][CH:12]=1. (3) The reactants are [CH3:1][C@H:2]1[CH2:7][NH:6][C@H:5]([CH3:8])[CH2:4][NH:3]1.CS(O)(=O)=O.C([O-])(=O)C.[K+].Cl[C:20]([O:22][CH2:23][CH3:24])=[O:21]. The catalyst is O.O1CCCC1.C(O)C. The product is [CH3:1][C@H:2]1[CH2:7][NH:6][C@H:5]([CH3:8])[CH2:4][N:3]1[C:20]([O:22][CH2:23][CH3:24])=[O:21]. The yield is 0.740. (4) The reactants are [CH3:1][O:2][C:3]1[CH:4]=[C:5]2[C:10](=[CH:11][C:12]=1[O:13][CH3:14])[N:9]=[CH:8][CH:7]=[C:6]2[O:15][C:16]1[C:22]([CH3:23])=[CH:21][C:19]([NH2:20])=[C:18]([CH3:24])[CH:17]=1.ClC(Cl)(O[C:29](=[O:35])[O:30][C:31](Cl)(Cl)Cl)Cl.[CH3:37][O:38][C:39]1[CH:44]=[CH:43][CH:42]=[C:41]([O:45][CH3:46])C=1O.C(=O)(O)[O-].[Na+]. The catalyst is C(Cl)Cl.C(N(CC)CC)C.C1(C)C=CC=CC=1. The product is [CH3:1][O:2][C:3]1[CH:4]=[C:5]2[C:10](=[CH:11][C:12]=1[O:13][CH3:14])[N:9]=[CH:8][CH:7]=[C:6]2[O:15][C:16]1[C:22]([CH3:23])=[CH:21][C:19]([NH:20][C:29](=[O:35])[O:30][C:31]2[C:39]([O:38][CH3:37])=[CH:44][CH:43]=[CH:42][C:41]=2[O:45][CH3:46])=[C:18]([CH3:24])[CH:17]=1. The yield is 0.930.